Dataset: Full USPTO retrosynthesis dataset with 1.9M reactions from patents (1976-2016). Task: Predict the reactants needed to synthesize the given product. (1) Given the product [CH3:34][O:33][C:29]1[CH:28]=[C:27]([CH2:26][C:9]2[C:18]3[C:13](=[CH:14][CH:15]=[CH:16][CH:17]=3)[N:12]=[C:11]([C:19]([O:21][CH2:22][CH3:23])=[O:20])[CH:10]=2)[CH:32]=[CH:31][N:30]=1, predict the reactants needed to synthesize it. The reactants are: CC1(C)C(C)(C)OB([C:9]2[C:18]3[C:13](=[CH:14][CH:15]=[CH:16][CH:17]=3)[N:12]=[C:11]([C:19]([O:21][CH2:22][CH3:23])=[O:20])[CH:10]=2)O1.Br[CH2:26][C:27]1[CH:32]=[CH:31][N:30]=[C:29]([O:33][CH3:34])[CH:28]=1.C1(C)C=CC=CC=1.C([O-])([O-])=O.[Na+].[Na+]. (2) Given the product [Cl:1][C:2]1[CH:3]=[CH:4][C:5]([CH:8]([C:16]2[C:24]3[C:19](=[C:20]([CH2:25][S:26][CH3:27])[CH:21]=[CH:22][CH:23]=3)[NH:18][CH:17]=2)[CH:9]([CH3:15])[C:10]([O:12][CH2:13][CH3:14])=[O:11])=[CH:6][CH:7]=1, predict the reactants needed to synthesize it. The reactants are: [Cl:1][C:2]1[CH:7]=[CH:6][C:5]([CH:8]([C:16]2[C:24]3[C:19](=[C:20]([CH2:25][S:26][CH3:27])[CH:21]=[CH:22][CH:23]=3)[N:18](C(OC(C)(C)C)=O)[CH:17]=2)[CH:9]([CH3:15])[C:10]([O:12][CH2:13][CH3:14])=[O:11])=[CH:4][CH:3]=1.FC(F)(F)C(O)=O. (3) Given the product [CH2:15]([N:17]1[CH:21]=[C:20]([CH2:22][N:23]([C:24]2[CH:25]=[CH:26][C:27]([CH:30]([CH3:31])[CH3:32])=[CH:28][CH:29]=2)[C:12]([CH:8]2[C:9]3[C:5](=[CH:4][C:3]([O:2][CH3:1])=[CH:11][CH:10]=3)[CH2:6][CH2:7]2)=[O:14])[CH:19]=[N:18]1)[CH3:16], predict the reactants needed to synthesize it. The reactants are: [CH3:1][O:2][C:3]1[CH:4]=[C:5]2[C:9](=[CH:10][CH:11]=1)[CH:8]([C:12]([OH:14])=O)[CH2:7][CH2:6]2.[CH2:15]([N:17]1[CH:21]=[C:20]([CH2:22][NH:23][C:24]2[CH:29]=[CH:28][C:27]([CH:30]([CH3:32])[CH3:31])=[CH:26][CH:25]=2)[CH:19]=[N:18]1)[CH3:16].